From a dataset of Catalyst prediction with 721,799 reactions and 888 catalyst types from USPTO. Predict which catalyst facilitates the given reaction. (1) Reactant: [CH3:1][O:2][C:3]1[CH:8]=[CH:7][C:6]([C:9]#[C:10][CH2:11][C@H:12]([C:14]2[CH:19]=[CH:18][CH:17]=[CH:16][CH:15]=2)[OH:13])=[C:5]([CH3:20])[CH:4]=1.[H-].[Na+].[CH2:23](Br)[C:24]#[CH:25]. Product: [CH3:1][O:2][C:3]1[CH:8]=[CH:7][C:6]([C:9]#[C:10][CH2:11][C@H:12]([C:14]2[CH:19]=[CH:18][CH:17]=[CH:16][CH:15]=2)[O:13][CH2:25][C:24]#[CH:23])=[C:5]([CH3:20])[CH:4]=1. The catalyst class is: 1. (2) Reactant: [Cl:1][C:2]1[CH:10]=[CH:9][C:5]([C:6](Cl)=[O:7])=[CH:4][C:3]=1[S:11](=[O:14])(=[O:13])[NH2:12].[Cl-].[Al+3].[Cl-].[Cl-].[CH:19]1[CH:24]=[CH:23][CH:22]=[CH:21][CH:20]=1.Cl. Product: [C:6]([C:5]1[CH:9]=[CH:10][C:2]([Cl:1])=[C:3]([S:11]([NH2:12])(=[O:14])=[O:13])[CH:4]=1)(=[O:7])[C:19]1[CH:24]=[CH:23][CH:22]=[CH:21][CH:20]=1. The catalyst class is: 2.